Dataset: Full USPTO retrosynthesis dataset with 1.9M reactions from patents (1976-2016). Task: Predict the reactants needed to synthesize the given product. (1) Given the product [CH2:1]([C@@H:8]1[CH2:13][N:12]([CH2:14][C:15]2[CH:20]=[CH:19][CH:18]=[CH:17][CH:16]=2)[CH2:11][CH2:10][N:9]1[C:21]([C:23]1[CH:27]=[C:26]([CH3:28])[N:25]([C:29]2[CH:30]=[C:31]([N:45]3[CH2:46][CH2:47][NH:42][C:43](=[O:48])[CH2:44]3)[CH:32]=[CH:33][CH:34]=2)[C:24]=1[C:36]1[CH:41]=[CH:40][CH:39]=[CH:38][CH:37]=1)=[O:22])[C:2]1[CH:7]=[CH:6][CH:5]=[CH:4][CH:3]=1, predict the reactants needed to synthesize it. The reactants are: [CH2:1]([C@@H:8]1[CH2:13][N:12]([CH2:14][C:15]2[CH:20]=[CH:19][CH:18]=[CH:17][CH:16]=2)[CH2:11][CH2:10][N:9]1[C:21]([C:23]1[CH:27]=[C:26]([CH3:28])[N:25]([C:29]2[CH:34]=[CH:33][CH:32]=[C:31](Br)[CH:30]=2)[C:24]=1[C:36]1[CH:41]=[CH:40][CH:39]=[CH:38][CH:37]=1)=[O:22])[C:2]1[CH:7]=[CH:6][CH:5]=[CH:4][CH:3]=1.[NH:42]1[CH2:47][CH2:46][NH:45][CH2:44][C:43]1=[O:48].CC(C)([O-])C.[Na+].O. (2) The reactants are: [C:1]([O:5][C:6]([NH:8][C:9]1([C:12]([OH:14])=O)[CH2:11][CH2:10]1)=[O:7])([CH3:4])([CH3:3])[CH3:2].CC(OC(OC(OC(C)(C)C)=O)=O)(C)C.C(=O)(O)[O-].[NH4+].[N:35]1C=CC=CC=1. Given the product [C:1]([O:5][C:6](=[O:7])[NH:8][C:9]1([C:12](=[O:14])[NH2:35])[CH2:11][CH2:10]1)([CH3:4])([CH3:3])[CH3:2], predict the reactants needed to synthesize it.